This data is from Retrosynthesis with 50K atom-mapped reactions and 10 reaction types from USPTO. The task is: Predict the reactants needed to synthesize the given product. (1) Given the product CN(C)CCN(C)c1nc2ccc(N)cc2s1, predict the reactants needed to synthesize it. The reactants are: CN(C)CCN(C)c1nc2ccc([N+](=O)[O-])cc2s1. (2) Given the product O=C(CS(=O)(=NC(=O)c1cncc(C#Cc2cccc(O)c2)c1)c1ccccc1)NCCO, predict the reactants needed to synthesize it. The reactants are: CCOC(=O)C[S@@](=O)(=NC(=O)c1cncc(C#Cc2cccc(O)c2)c1)c1ccccc1.NCCO. (3) Given the product COc1ccc2c(=O)nc(-c3cccc(CCC(=O)O)n3)sc2c1, predict the reactants needed to synthesize it. The reactants are: COc1ccc2c(=O)nc(-c3cccc(CCC(=O)OC(C)(C)C)n3)sc2c1. (4) Given the product CCOC(=O)c1cn2c(cc1=O)-c1cc(OC)c(OCC(C)(C)CO)cc1CC2C(C)(C)C, predict the reactants needed to synthesize it. The reactants are: CC(C)(CO)CBr.CCOC(=O)c1cn2c(cc1=O)-c1cc(OC)c(O)cc1CC2C(C)(C)C. (5) Given the product C[C@H](Nc1ccnc(Cl)n1)c1ccccc1, predict the reactants needed to synthesize it. The reactants are: C[C@H](N)c1ccccc1.Clc1ccnc(Cl)n1. (6) Given the product O=C(NC1CCOCC1)c1cccc([C@@H]2C[C@H]2NC2CCC2)c1, predict the reactants needed to synthesize it. The reactants are: N[C@@H]1C[C@H]1c1cccc(C(=O)NC2CCOCC2)c1.O=C1CCC1. (7) The reactants are: C=CCP(=O)(CC=C)C(CCC(=O)NCCCC[C@H](NC(=O)OCC1c2ccccc2-c2ccccc21)C(=O)O)P(=O)(CC=C)CC=C. Given the product C=CCP(=O)(CC=C)C(CCC(=O)NCCCC[C@H](N)C(=O)O)P(=O)(CC=C)CC=C, predict the reactants needed to synthesize it. (8) The reactants are: CC(C)(C)OC(=O)c1nc(Cn2ccc(-c3ccc(C(C)(C)C)cc3)cc2=O)nc(O)c1OCc1ccccc1. Given the product CC(C)(C)c1ccc(-c2ccn(Cc3nc(O)c(OCc4ccccc4)c(C(=O)O)n3)c(=O)c2)cc1, predict the reactants needed to synthesize it.